The task is: Predict the reactants needed to synthesize the given product.. This data is from Full USPTO retrosynthesis dataset with 1.9M reactions from patents (1976-2016). (1) Given the product [CH3:1][O:2][C:3](=[O:19])[CH:4]([NH:8][C:9](=[O:18])[C:10]1[C:11]([Cl:17])=[CH:12][CH:13]=[CH:14][C:15]=1[Cl:16])[CH2:5]/[CH:6]=[CH:7]/[C:21]1[CH:33]=[CH:32][C:24]([O:25][C:26]2[N:27]=[CH:28][CH:29]=[CH:30][N:31]=2)=[CH:23][CH:22]=1, predict the reactants needed to synthesize it. The reactants are: [CH3:1][O:2][C:3](=[O:19])[CH:4]([NH:8][C:9](=[O:18])[C:10]1[C:15]([Cl:16])=[CH:14][CH:13]=[CH:12][C:11]=1[Cl:17])[CH2:5][CH:6]=[CH2:7].I[C:21]1[CH:33]=[CH:32][C:24]([O:25][C:26]2[N:31]=[CH:30][CH:29]=[CH:28][N:27]=2)=[CH:23][CH:22]=1. (2) Given the product [CH3:16][N:4]1[C:3]2[C:17]([OH:19])=[N:25][CH:23]=[N:1][C:2]=2[C:6]([C:7]2[C:8]([CH3:15])=[CH:9][C:10]([CH3:14])=[CH:11][C:12]=2[CH3:13])=[CH:5]1, predict the reactants needed to synthesize it. The reactants are: [NH2:1][C:2]1[C:6]([C:7]2[C:12]([CH3:13])=[CH:11][C:10]([CH3:14])=[CH:9][C:8]=2[CH3:15])=[CH:5][N:4]([CH3:16])[C:3]=1[C:17]([O:19]CC)=O.O.[CH:23]([NH2:25])=O. (3) Given the product [Cl:1][C:2]1[CH:3]=[C:4]([NH:9][C:10]2[C:11]3[C:18](=[CH:35][C:33]4[NH:34][C:30]([C:28]([N:25]5[CH2:24][CH2:23][N:22]([CH2:20][CH3:21])[CH2:27][CH2:26]5)=[O:29])=[CH:31][C:32]=4[CH3:37])[C:17](=[O:19])[NH:16][C:12]=3[N:13]=[CH:14][N:15]=2)[CH:5]=[CH:6][C:7]=1[F:8], predict the reactants needed to synthesize it. The reactants are: [Cl:1][C:2]1[CH:3]=[C:4]([NH:9][C:10]2[C:11]3[CH2:18][C:17](=[O:19])[NH:16][C:12]=3[N:13]=[CH:14][N:15]=2)[CH:5]=[CH:6][C:7]=1[F:8].[CH2:20]([N:22]1[CH2:27][CH2:26][N:25]([C:28]([C:30]2[NH:34][C:33]([CH:35]=O)=[C:32]([CH3:37])[CH:31]=2)=[O:29])[CH2:24][CH2:23]1)[CH3:21]. (4) Given the product [CH2:25]([N:7]([CH2:12][C:11]1[C:14]([N+:19]([O-:21])=[O:20])=[CH:15][CH:16]=[C:17]([Cl:18])[C:10]=1[Cl:9])[CH2:6][C:5]([OH:4])=[O:8])[CH3:26], predict the reactants needed to synthesize it. The reactants are: Cl.C([O:4][C:5](=[O:8])[CH2:6][NH2:7])C.[Cl:9][C:10]1[C:17]([Cl:18])=[CH:16][CH:15]=[C:14]([N+:19]([O-:21])=[O:20])[C:11]=1[CH2:12]Cl.[Na+].[Cl-].Cl.[CH:25](O)(C)[CH3:26]. (5) Given the product [ClH:46].[O:39]1[C:38]2[CH:43]=[CH:44][C:35]([CH2:34][NH:7][CH:8]3[CH2:9][CH2:10][N:11]([CH2:14][CH2:15][N:16]4[C:25]5[C:20](=[C:21]([C:28](=[N:31][OH:32])[CH2:29][CH3:30])[CH:22]=[C:23]([O:26][CH3:27])[CH:24]=5)[CH:19]=[CH:18][C:17]4=[O:33])[CH2:12][CH2:13]3)=[CH:36][C:37]=2[O:42][CH2:41][CH2:40]1, predict the reactants needed to synthesize it. The reactants are: C(OC(=O)[N:7]([CH2:34][C:35]1[CH:44]=[CH:43][C:38]2[O:39][CH2:40][CH2:41][O:42][C:37]=2[CH:36]=1)[CH:8]1[CH2:13][CH2:12][N:11]([CH2:14][CH2:15][N:16]2[C:25]3[C:20](=[C:21]([C:28](=[N:31][OH:32])[CH2:29][CH3:30])[CH:22]=[C:23]([O:26][CH3:27])[CH:24]=3)[CH:19]=[CH:18][C:17]2=[O:33])[CH2:10][CH2:9]1)(C)(C)C.[ClH:46].C(OCC)(=O)C.